From a dataset of Reaction yield outcomes from USPTO patents with 853,638 reactions. Predict the reaction yield, written as a fraction of the theoretical maximum amount of product (1.0 means a 100% yield; for example, 0.34 means a 34% yield). (1) The reactants are N([C:10]([CH3:16])(C)[C:11]([O:13][CH3:14])=O)=N[C:10](C)([CH3:16])[C:11]([O:13][CH3:14])=O.[OH2:17].CO.C[C:21](=[O:24])[CH2:22]C. The catalyst is CCCCCC. The product is [C:21]([O:24][CH:10]([CH3:16])[CH2:11][O:13][CH3:14])(=[O:17])[CH3:22]. The yield is 0.600. (2) The reactants are [CH2:1]([S:8][C:9]1[N:18]=[CH:17][C:16]2[CH2:15][CH2:14][CH2:13][C:12](=[O:19])[C:11]=2[N:10]=1)[C:2]1[CH:7]=[CH:6][CH:5]=[CH:4][CH:3]=1.[H-].[Na+].[O:22]=[C:23]([C:29]1[CH:34]=[CH:33][CH:32]=[CH:31][CH:30]=1)[C:24](OCC)=[O:25]. The catalyst is O1CCCC1. The product is [CH2:1]([S:8][C:9]1[N:18]=[CH:17][C:16]2[CH2:15][CH2:14][CH:13]([C:24](=[O:25])[C:23]([C:29]3[CH:34]=[CH:33][CH:32]=[CH:31][CH:30]=3)=[O:22])[C:12](=[O:19])[C:11]=2[N:10]=1)[C:2]1[CH:3]=[CH:4][CH:5]=[CH:6][CH:7]=1. The yield is 0.680. (3) The reactants are [CH2:1]([C:7]1[CH:8]=[N:9][C:10]2[C:15]([CH:16]=1)=[CH:14][CH:13]=[CH:12][C:11]=2[C:17]([OH:19])=O)[CH2:2][CH2:3][CH2:4][CH2:5][CH3:6].[NH2:20][C:21]1[CH:22]=[C:23]([CH:32]=[CH:33][CH:34]=1)[O:24][CH2:25][C:26]([O:28][CH:29]([CH3:31])[CH3:30])=[O:27].CN1CCOCC1.CN(C(ON1N=NC2C=CC=NC1=2)=[N+](C)C)C.F[P-](F)(F)(F)(F)F. The catalyst is CN(C=O)C. The product is [CH2:1]([C:7]1[CH:8]=[N:9][C:10]2[C:15]([CH:16]=1)=[CH:14][CH:13]=[CH:12][C:11]=2[C:17]([NH:20][C:21]1[CH:22]=[C:23]([CH:32]=[CH:33][CH:34]=1)[O:24][CH2:25][C:26]([O:28][CH:29]([CH3:30])[CH3:31])=[O:27])=[O:19])[CH2:2][CH2:3][CH2:4][CH2:5][CH3:6]. The yield is 0.870. (4) The reactants are [CH3:1][C:2]1[O:6][N:5]=[C:4]([C:7]2[CH:12]=[CH:11][N:10]=[CH:9][CH:8]=2)[C:3]=1[CH2:13][O:14][C:15]1[CH:23]=[CH:22][C:18]([C:19]([OH:21])=O)=[CH:17][N:16]=1.[NH:24]1[CH2:29][CH2:28][S:27](=[O:31])(=[O:30])[CH2:26][CH2:25]1. No catalyst specified. The product is [O:30]=[S:27]1(=[O:31])[CH2:28][CH2:29][N:24]([C:19]([C:18]2[CH:17]=[N:16][C:15]([O:14][CH2:13][C:3]3[C:4]([C:7]4[CH:8]=[CH:9][N:10]=[CH:11][CH:12]=4)=[N:5][O:6][C:2]=3[CH3:1])=[CH:23][CH:22]=2)=[O:21])[CH2:25][CH2:26]1. The yield is 0.580. (5) The reactants are [C:1]1([N:7]2[C:11]3[CH:12]=[CH:13][CH:14]=[CH:15][C:10]=3[N:9]=[C:8]2[C@@H:16]([NH2:18])[CH3:17])[CH:6]=[CH:5][CH:4]=[CH:3][CH:2]=1.Cl[C:20]1[C:21]2[CH:28]=[CH:27][NH:26][C:22]=2[N:23]=[CH:24][N:25]=1.C(N(C(C)C)C(C)C)C. The catalyst is CCCCO. The product is [C:1]1([N:7]2[C:11]3[CH:12]=[CH:13][CH:14]=[CH:15][C:10]=3[N:9]=[C:8]2[C@@H:16]([NH:18][C:20]2[C:21]3[CH:28]=[CH:27][NH:26][C:22]=3[N:23]=[CH:24][N:25]=2)[CH3:17])[CH:2]=[CH:3][CH:4]=[CH:5][CH:6]=1. The yield is 0.410. (6) The reactants are [C:1]1([CH:7]([C:35]2[CH:40]=[CH:39][CH:38]=[CH:37][CH:36]=2)[CH2:8][NH:9][C:10]2[N:18]=[C:17]([C:19]([O:21]C)=O)[N:16]=[C:15]3[C:11]=2[N:12]=[CH:13][N:14]3[C@H:23]2[C@H:27]([OH:28])[C@H:26]([OH:29])[C@@H:25]([C:30]([NH:32][CH2:33][CH3:34])=[O:31])[O:24]2)[CH:6]=[CH:5][CH:4]=[CH:3][CH:2]=1.[CH2:41]([NH2:44])[CH2:42][NH2:43]. The catalyst is ClCCl. The product is [NH2:43][CH2:42][CH2:41][NH:44][C:19]([C:17]1[N:16]=[C:15]2[C:11]([N:12]=[CH:13][N:14]2[C@H:23]2[C@H:27]([OH:28])[C@H:26]([OH:29])[C@@H:25]([C:30]([NH:32][CH2:33][CH3:34])=[O:31])[O:24]2)=[C:10]([NH:9][CH2:8][CH:7]([C:35]2[CH:36]=[CH:37][CH:38]=[CH:39][CH:40]=2)[C:1]2[CH:6]=[CH:5][CH:4]=[CH:3][CH:2]=2)[N:18]=1)=[O:21]. The yield is 0.860. (7) The reactants are [NH:1]1[CH:5]=[C:4]([CH:6]=[O:7])[N:3]=[CH:2]1.[H-].[Na+].[CH3:10][CH2:11][CH2:12]Br.C1OCCOCCOCCOCCOCCOC1.[Cl-].[NH4+]. The catalyst is O1CCCC1. The product is [CH2:10]([N:1]1[CH:5]=[C:4]([CH:6]=[O:7])[N:3]=[CH:2]1)[CH2:11][CH3:12]. The yield is 0.470.